This data is from Full USPTO retrosynthesis dataset with 1.9M reactions from patents (1976-2016). The task is: Predict the reactants needed to synthesize the given product. Given the product [S:12]1[C:16]2[CH:17]=[CH:18][CH:19]=[C:20]([O:21][C:22]3[CH:28]=[CH:27][C:25]([NH:26][C:2]4[C:3]5[N:10]([CH3:11])[CH:9]=[CH:8][C:4]=5[N:5]=[CH:6][N:7]=4)=[CH:24][C:23]=3[Cl:29])[C:15]=2[CH:14]=[N:13]1, predict the reactants needed to synthesize it. The reactants are: Cl[C:2]1[C:3]2[N:10]([CH3:11])[CH:9]=[CH:8][C:4]=2[N:5]=[CH:6][N:7]=1.[S:12]1[C:16]2[CH:17]=[CH:18][CH:19]=[C:20]([O:21][C:22]3[CH:28]=[CH:27][C:25]([NH2:26])=[CH:24][C:23]=3[Cl:29])[C:15]=2[CH:14]=[N:13]1.C(=O)([O-])O.[Na+].